Dataset: Forward reaction prediction with 1.9M reactions from USPTO patents (1976-2016). Task: Predict the product of the given reaction. Given the reactants Br[C:2]1[C:10]2[O:9][C:8]3[CH:11]=[CH:12][C:13]([C:15]#[N:16])=[CH:14][C:7]=3[C:6]=2[CH:5]=[C:4]([F:17])[C:3]=1[OH:18].[F:19][C:20]1[CH:25]=[CH:24][CH:23]=[CH:22][C:21]=1B(O)O.C(=O)([O-])[O-].[Na+].[Na+], predict the reaction product. The product is: [F:17][C:4]1[C:3]([OH:18])=[C:2]([C:21]2[CH:22]=[CH:23][CH:24]=[CH:25][C:20]=2[F:19])[C:10]2[O:9][C:8]3[CH:11]=[CH:12][C:13]([C:15]#[N:16])=[CH:14][C:7]=3[C:6]=2[CH:5]=1.